Dataset: Forward reaction prediction with 1.9M reactions from USPTO patents (1976-2016). Task: Predict the product of the given reaction. (1) Given the reactants [CH3:1][N:2]([CH2:4][CH2:5][N:6]1[C:20](=[O:21])[C:15]2=[CH:16][C:17](N)=[CH:18][C:13]3[C:14]2=[C:9]([CH:10]=[CH:11][CH:12]=3)[C:7]1=[O:8])[CH3:3].[C:22](Cl)(=[O:29])[C:23]1[CH:28]=[CH:27][CH:26]=[CH:25][CH:24]=1.C(#[N:33])C, predict the reaction product. The product is: [CH3:3][N:2]([CH3:1])[CH2:4][CH2:5][N:6]1[C:20](=[O:21])[C:15]2[CH:16]=[C:17]([C:24]3[CH:25]=[CH:26][CH:27]=[CH:28][C:23]=3[C:22]([NH2:33])=[O:29])[CH:18]=[C:13]3[C:14]=2[C:9](=[CH:10][CH:11]=[CH:12]3)[C:7]1=[O:8]. (2) Given the reactants [CH3:1][CH:2]([CH3:17])[CH:3]([CH2:8][C:9]1[CH:14]=[CH:13][CH:12]=[C:11]([O:15][CH3:16])[CH:10]=1)[CH2:4][C:5]([OH:7])=O.C(Cl)(=O)C(Cl)=O.[Al+3].[Cl-].[Cl-].[Cl-].Cl, predict the reaction product. The product is: [CH3:17][CH:2]([CH:3]1[CH2:8][C:9]2[C:14](=[CH:13][CH:12]=[C:11]([O:15][CH3:16])[CH:10]=2)[C:5](=[O:7])[CH2:4]1)[CH3:1]. (3) Given the reactants [OH:1][C:2]1[CH:9]=[CH:8][C:5]([CH:6]=[O:7])=[CH:4][CH:3]=1.Cl[CH2:11][CH2:12][C:13]([CH3:16])([CH3:15])[CH3:14].[I-].[Na+].C(=O)([O-])[O-].[Cs+].[Cs+], predict the reaction product. The product is: [CH3:14][C:13]([CH3:16])([CH3:15])[CH2:12][CH2:11][O:1][C:2]1[CH:9]=[CH:8][C:5]([CH:6]=[O:7])=[CH:4][CH:3]=1. (4) The product is: [OH:30][CH2:29][CH2:28][N:1]([CH2:32][CH2:33][OH:34])[C:2]1[CH:3]=[CH:4][C:5]([CH3:26])=[C:6]([CH:8]([CH2:17][NH:18][C:19]([O:21][C:22]([CH3:25])([CH3:24])[CH3:23])=[O:20])[CH2:9][C:10]([O:12][C:13]([CH3:14])([CH3:15])[CH3:16])=[O:11])[CH:7]=1. Given the reactants [NH2:1][C:2]1[CH:3]=[CH:4][C:5]([CH3:26])=[C:6]([CH:8]([CH2:17][NH:18][C:19]([O:21][C:22]([CH3:25])([CH3:24])[CH3:23])=[O:20])[CH2:9][C:10]([O:12][C:13]([CH3:16])([CH3:15])[CH3:14])=[O:11])[CH:7]=1.Cl[CH2:28][CH2:29][OH:30].Br[CH2:32][CH2:33][OH:34].C(=O)([O-])[O-].[Ca+2].[I-].[K+].[OH-].[Na+], predict the reaction product. (5) Given the reactants C1(C)C=CC(S([N:10]2[C:14]3=[N:15][CH:16]=[CH:17][CH:18]=[C:13]3[CH:12]=[C:11]2[C:19]2[N:20]([CH2:24][C:25]([O:27]C(C)(C)C)=[O:26])[CH:21]=[CH:22][CH:23]=2)(=O)=O)=CC=1.ClCCl.Cl, predict the reaction product. The product is: [NH:10]1[C:14]2=[N:15][CH:16]=[CH:17][CH:18]=[C:13]2[CH:12]=[C:11]1[C:19]1[N:20]([CH2:24][C:25]([OH:27])=[O:26])[CH:21]=[CH:22][CH:23]=1. (6) The product is: [Cl:4][CH2:3][CH2:2][O:14][C:11]1[CH:12]=[CH:13][N:8]2[N:7]=[C:6]([CH3:5])[C:15]([C:16]3[S:17][C:18]([C:27]4[N:31]=[CH:30][N:29]([CH:32]5[CH2:37][CH2:36][CH2:35][CH2:34][O:33]5)[N:28]=4)=[C:19]([C:21]4[CH:22]=[CH:23][CH:24]=[CH:25][CH:26]=4)[N:20]=3)=[C:9]2[CH:10]=1. Given the reactants Br[CH2:2][CH2:3][Cl:4].[CH3:5][C:6]1[C:15]([C:16]2[S:17][C:18]([C:27]3[N:31]=[CH:30][N:29]([CH:32]4[CH2:37][CH2:36][CH2:35][CH2:34][O:33]4)[N:28]=3)=[C:19]([C:21]3[CH:26]=[CH:25][CH:24]=[CH:23][CH:22]=3)[N:20]=2)=[C:9]2[CH:10]=[C:11]([OH:14])[CH:12]=[CH:13][N:8]2[N:7]=1.C(=O)([O-])[O-].[Cs+].[Cs+], predict the reaction product. (7) Given the reactants Br[C:2]1[CH:10]=[C:9]2[C:5]([C:6]([CH3:14])([CH3:13])[C:7](=[O:12])[N:8]2[CH3:11])=[CH:4][CH:3]=1.CS[C:17]1[N:22]=[CH:21][C:20](B(O)O)=[CH:19][N:18]=1.C([O-])([O-])=O.[Na+].[Na+], predict the reaction product. The product is: [CH3:11][N:8]1[C:9]2[C:5](=[CH:4][CH:3]=[C:2]([C:20]3[CH:19]=[N:18][C:17]([N:8]4[CH2:9][CH2:5][CH2:6][CH2:7]4)=[N:22][CH:21]=3)[CH:10]=2)[C:6]([CH3:14])([CH3:13])[C:7]1=[O:12]. (8) The product is: [C:12]([O:11][C:9]([N:38]1[CH2:39][CH2:40][O:41][CH:36]([CH:29]([C:30]2[CH:31]=[CH:32][CH:33]=[CH:34][CH:35]=2)[CH2:28][C:23]2[CH:24]=[CH:25][CH:26]=[CH:27][C:22]=2[O:21][Si:20]([C:16]([CH3:19])([CH3:18])[CH3:17])([CH3:42])[CH3:43])[CH2:37]1)=[O:10])([CH3:13])([CH3:14])[CH3:15]. Given the reactants [CH3:13][C:12]([O:11][C:9](O[C:9]([O:11][C:12]([CH3:15])([CH3:14])[CH3:13])=[O:10])=[O:10])([CH3:15])[CH3:14].[C:16]([Si:20]([CH3:43])([CH3:42])[O:21][C:22]1[CH:27]=[CH:26][CH:25]=[CH:24][C:23]=1[CH2:28][CH:29]([CH:36]1[O:41][CH2:40][CH2:39][NH:38][CH2:37]1)[C:30]1[CH:35]=[CH:34][CH:33]=[CH:32][CH:31]=1)([CH3:19])([CH3:18])[CH3:17].CCN(CC)CC, predict the reaction product.